This data is from NCI-60 drug combinations with 297,098 pairs across 59 cell lines. The task is: Regression. Given two drug SMILES strings and cell line genomic features, predict the synergy score measuring deviation from expected non-interaction effect. (1) Drug 1: C1CC(C1)(C(=O)O)C(=O)O.[NH2-].[NH2-].[Pt+2]. Drug 2: COCCOC1=C(C=C2C(=C1)C(=NC=N2)NC3=CC=CC(=C3)C#C)OCCOC.Cl. Cell line: NCI-H522. Synergy scores: CSS=36.6, Synergy_ZIP=-1.41, Synergy_Bliss=4.49, Synergy_Loewe=9.07, Synergy_HSA=9.44. (2) Drug 1: CN(C)C1=NC(=NC(=N1)N(C)C)N(C)C. Drug 2: C1=NC(=NC(=O)N1C2C(C(C(O2)CO)O)O)N. Cell line: HCT-15. Synergy scores: CSS=-4.37, Synergy_ZIP=0.627, Synergy_Bliss=0.816, Synergy_Loewe=-11.2, Synergy_HSA=-3.79. (3) Drug 1: CCCCCOC(=O)NC1=NC(=O)N(C=C1F)C2C(C(C(O2)C)O)O. Drug 2: C1CCC(C(C1)N)N.C(=O)(C(=O)[O-])[O-].[Pt+4]. Cell line: NCI-H226. Synergy scores: CSS=2.80, Synergy_ZIP=4.36, Synergy_Bliss=6.77, Synergy_Loewe=-14.0, Synergy_HSA=-4.54. (4) Drug 1: CNC(=O)C1=CC=CC=C1SC2=CC3=C(C=C2)C(=NN3)C=CC4=CC=CC=N4. Drug 2: CC(CN1CC(=O)NC(=O)C1)N2CC(=O)NC(=O)C2. Cell line: SN12C. Synergy scores: CSS=28.2, Synergy_ZIP=-2.80, Synergy_Bliss=1.24, Synergy_Loewe=2.40, Synergy_HSA=2.92. (5) Drug 1: CC12CCC(CC1=CCC3C2CCC4(C3CC=C4C5=CN=CC=C5)C)O. Drug 2: CN1C2=C(C=C(C=C2)N(CCCl)CCCl)N=C1CCCC(=O)O.Cl. Cell line: OVCAR-4. Synergy scores: CSS=8.67, Synergy_ZIP=-0.997, Synergy_Bliss=2.40, Synergy_Loewe=-7.42, Synergy_HSA=-0.306. (6) Drug 1: CC1=C(C(CCC1)(C)C)C=CC(=CC=CC(=CC(=O)O)C)C. Drug 2: CC1C(C(CC(O1)OC2CC(OC(C2O)C)OC3=CC4=CC5=C(C(=O)C(C(C5)C(C(=O)C(C(C)O)O)OC)OC6CC(C(C(O6)C)O)OC7CC(C(C(O7)C)O)OC8CC(C(C(O8)C)O)(C)O)C(=C4C(=C3C)O)O)O)O. Cell line: U251. Synergy scores: CSS=61.6, Synergy_ZIP=5.78, Synergy_Bliss=7.40, Synergy_Loewe=-14.9, Synergy_HSA=5.63.